From a dataset of Reaction yield outcomes from USPTO patents with 853,638 reactions. Predict the reaction yield, written as a fraction of the theoretical maximum amount of product (1.0 means a 100% yield; for example, 0.34 means a 34% yield). (1) No catalyst specified. The product is [N:15]1([C:12]([C:9]2[CH:8]=[C:7]([C:1]3[CH:2]=[CH:3][CH:4]=[CH:5][CH:6]=3)[S:11][N:10]=2)=[O:14])[CH:24]2[CH:19]([CH2:20][CH2:21][CH2:22][CH2:23]2)[CH2:18][CH2:17][CH2:16]1. The yield is 0.140. The reactants are [C:1]1([C:7]2[S:11][N:10]=[C:9]([C:12]([OH:14])=O)[CH:8]=2)[CH:6]=[CH:5][CH:4]=[CH:3][CH:2]=1.[N:15]1(C(C2C=NSC=2C2C=CC=CC=2)=O)[CH:24]2[CH:19]([CH2:20][CH2:21][CH2:22][CH2:23]2)[CH2:18][CH2:17][CH2:16]1. (2) The reactants are [O:1]=[C:2]1[NH:6][CH2:5][CH2:4][N:3]1[C@@H:7]1[CH2:12][CH2:11][CH2:10][N:9]([C:13]([O:15][C:16]([CH3:19])([CH3:18])[CH3:17])=[O:14])[CH2:8]1.[H-].[Na+].I[CH3:23]. The catalyst is C1COCC1. The product is [CH3:23][N:6]1[CH2:5][CH2:4][N:3]([C@@H:7]2[CH2:12][CH2:11][CH2:10][N:9]([C:13]([O:15][C:16]([CH3:19])([CH3:18])[CH3:17])=[O:14])[CH2:8]2)[C:2]1=[O:1]. The yield is 0.740.